This data is from Catalyst prediction with 721,799 reactions and 888 catalyst types from USPTO. The task is: Predict which catalyst facilitates the given reaction. (1) Reactant: [CH:1]1([NH:6][CH:7]2[CH2:11][CH2:10][CH2:9][CH:8]2[C:12]([O:14][CH3:15])=[O:13])[CH2:5][CH2:4][CH2:3][CH2:2]1.[Cl:16][C:17]1[N:22]=[C:21](Cl)[C:20]([N+:24]([O-:26])=[O:25])=[CH:19][N:18]=1.C(=O)(O)[O-].[Na+]. Product: [CH3:15][O:14][C:12]([CH:8]1[CH2:9][CH2:10][CH2:11][CH:7]1[N:6]([C:19]1[C:20]([N+:24]([O-:26])=[O:25])=[CH:21][N:22]=[C:17]([Cl:16])[N:18]=1)[CH:1]1[CH2:2][CH2:3][CH2:4][CH2:5]1)=[O:13]. The catalyst class is: 13. (2) Reactant: C[C:2]1(C)CC2C=C(C=S(=O)=O)C=CC=2N(CC=C)[S:3]1(=[O:20])=[O:19].[Cl:22][CH2:23][CH2:24][N:25]1C2C=CC(SC)=CC=2C[N:27]([CH:37]([CH3:39])[CH3:38])[S:26]1(=[O:41])=[O:40].Cl[C:43]1[CH:48]=[CH:47][CH:46]=[C:45]([C:49](OO)=O)[CH:44]=1.[OH-].[Na+]. Product: [Cl:22][CH2:23][CH2:24][N:25]1[C:46]2[CH:47]=[CH:48][C:43]([S:3]([CH3:2])(=[O:20])=[O:19])=[CH:44][C:45]=2[CH2:49][N:27]([CH:37]([CH3:38])[CH3:39])[S:26]1(=[O:40])=[O:41]. The catalyst class is: 408. (3) Product: [C:14]1([CH3:13])[CH:22]=[CH:21][C:17]([C:18]2[O:12][C:3]3[C:4]([C:5]([O:7][CH3:8])=[O:6])=[CH:9][CH:10]=[CH:11][C:2]=3[N:1]=2)=[CH:16][CH:15]=1. The catalyst class is: 6. Reactant: [NH2:1][C:2]1[C:3]([OH:12])=[C:4]([CH:9]=[CH:10][CH:11]=1)[C:5]([O:7][CH3:8])=[O:6].[CH3:13][C:14]1[CH:22]=[CH:21][C:17]([C:18](O)=O)=[CH:16][CH:15]=1. (4) Reactant: [NH:1]1[CH:8]=[CH:7][C:5]([NH2:6])=[N:4][C:2]1=[O:3].C/C(/O[Si](C)(C)C)=N\[Si](C)(C)C.Br[CH:22]1[C@@H:26]([F:27])[C@H:25]([O:28][CH2:29][C:30]2[CH:35]=[CH:34][C:33]([Cl:36])=[CH:32][CH:31]=2)[C@@H:24]([CH2:37][O:38][CH2:39][C:40]2[CH:45]=[CH:44][C:43]([Cl:46])=[CH:42][CH:41]=2)[S:23]1. Product: [NH2:6][C:5]1[CH:7]=[CH:8][N:1]([CH:22]2[C@@H:26]([F:27])[C@H:25]([O:28][CH2:29][C:30]3[CH:35]=[CH:34][C:33]([Cl:36])=[CH:32][CH:31]=3)[C@@H:24]([CH2:37][O:38][CH2:39][C:40]3[CH:41]=[CH:42][C:43]([Cl:46])=[CH:44][CH:45]=3)[S:23]2)[C:2](=[O:3])[N:4]=1. The catalyst class is: 2. (5) Reactant: [C:1]([O:5][C:6](=[O:28])[NH:7][C@H:8]([C:10](=O)[NH:11][C:12]1[CH:17]=[CH:16][C:15]([F:18])=[CH:14][C:13]=1[NH:19][CH2:20][C:21]1[CH:26]=[CH:25][CH:24]=[CH:23][CH:22]=1)[CH3:9])([CH3:4])([CH3:3])[CH3:2]. Product: [C:1]([O:5][C:6](=[O:28])[NH:7][C@H:8]([C:10]1[N:19]([CH2:20][C:21]2[CH:26]=[CH:25][CH:24]=[CH:23][CH:22]=2)[C:13]2[CH:14]=[C:15]([F:18])[CH:16]=[CH:17][C:12]=2[N:11]=1)[CH3:9])([CH3:4])([CH3:3])[CH3:2]. The catalyst class is: 15. (6) Reactant: [CH3:1][S:2]([C:5]1[CH:10]=[CH:9][C:8]([CH3:11])=[CH:7][CH:6]=1)(=[O:4])=[O:3].P(Cl)(OCC)(OCC)=O.[Cl:21][C:22]1[CH:23]=[CH:24][C:25]([CH3:30])=[C:26]([CH:29]=1)[CH:27]=O.O. Product: [CH3:11][C:8]1[CH:9]=[CH:10][C:5]([S:2](/[CH:1]=[CH:27]/[C:26]2[CH:29]=[C:22]([Cl:21])[CH:23]=[CH:24][C:25]=2[CH3:30])(=[O:3])=[O:4])=[CH:6][CH:7]=1. The catalyst class is: 1.